This data is from Reaction yield outcomes from USPTO patents with 853,638 reactions. The task is: Predict the reaction yield, written as a fraction of the theoretical maximum amount of product (1.0 means a 100% yield; for example, 0.34 means a 34% yield). (1) The reactants are [Cl:1][C:2]1[CH:11]=[CH:10][CH:9]=[C:8]2[C:3]=1[C:4](=[O:21])[N:5]([C:14]1[CH:19]=[CH:18][CH:17]=[CH:16][C:15]=1[CH3:20])[C:6]([CH2:12]Cl)=[N:7]2.[N:22]1[C:30]([NH2:31])=[C:29]2[C:25]([N:26]=[CH:27][NH:28]2)=[N:24][CH:23]=1.C([O-])([O-])=O.[K+].[K+]. The catalyst is CN(C=O)C. The product is [NH2:31][C:30]1[N:22]=[CH:23][N:24]=[C:25]2[C:29]=1[N:28]=[CH:27][N:26]2[CH2:12][C:6]1[N:5]([C:14]2[CH:19]=[CH:18][CH:17]=[CH:16][C:15]=2[CH3:20])[C:4](=[O:21])[C:3]2[C:8](=[CH:9][CH:10]=[CH:11][C:2]=2[Cl:1])[N:7]=1. The yield is 0.390. (2) The reactants are [N:1]([CH2:4][C:5]1[CH:10]=[CH:9][CH:8]=[C:7]([O:11][CH2:12][C:13]([F:16])([F:15])[F:14])[N:6]=1)=[N+]=[N-]. The catalyst is CO.[Pd]. The product is [F:16][C:13]([F:14])([F:15])[CH2:12][O:11][C:7]1[N:6]=[C:5]([CH2:4][NH2:1])[CH:10]=[CH:9][CH:8]=1. The yield is 0.680.